This data is from Peptide-MHC class II binding affinity with 134,281 pairs from IEDB. The task is: Regression. Given a peptide amino acid sequence and an MHC pseudo amino acid sequence, predict their binding affinity value. This is MHC class II binding data. (1) The peptide sequence is AYEGQRVVFIQPSPV. The MHC is HLA-DQA10102-DQB10602 with pseudo-sequence HLA-DQA10102-DQB10602. The binding affinity (normalized) is 0.711. (2) The peptide sequence is LTKRQDKLCGSLIGM. The MHC is DRB4_0103 with pseudo-sequence DRB4_0103. The binding affinity (normalized) is 0.526. (3) The peptide sequence is KGLSATVTGGQKGRGSFGQH. The MHC is H-2-IAd with pseudo-sequence H-2-IAd. The binding affinity (normalized) is 0.0188. (4) The peptide sequence is GSHEVNGTWMIHTLE. The MHC is DRB5_0101 with pseudo-sequence DRB5_0101. The binding affinity (normalized) is 0.